From a dataset of Reaction yield outcomes from USPTO patents with 853,638 reactions. Predict the reaction yield, written as a fraction of the theoretical maximum amount of product (1.0 means a 100% yield; for example, 0.34 means a 34% yield). The reactants are Br.[NH2:2][C:3]1[S:4][C:5](Br)=[CH:6][N:7]=1.[SH:9][C:10]1[CH:15]=[CH:14][CH:13]=[CH:12][N:11]=1.C([O-])([O-])=O.[K+].[K+]. The yield is 0.730. The product is [N:11]1[CH:12]=[CH:13][CH:14]=[CH:15][C:10]=1[S:9][C:5]1[S:4][C:3]([NH2:2])=[N:7][CH:6]=1. The catalyst is CN(C=O)C.